Dataset: Full USPTO retrosynthesis dataset with 1.9M reactions from patents (1976-2016). Task: Predict the reactants needed to synthesize the given product. Given the product [Cl:30][C:27]1[CH:26]=[CH:25][C:24]([C:20](=[C:13]2[C:14]3[C:19](=[CH:18][CH:17]=[CH:16][CH:15]=3)[N:11]([CH2:10][C:6]3[CH:5]=[C:4]([CH:9]=[CH:8][CH:7]=3)[C:3]([OH:32])=[O:2])[C:12]2=[O:31])[CH:21]([CH3:23])[CH3:22])=[CH:29][CH:28]=1, predict the reactants needed to synthesize it. The reactants are: C[O:2][C:3](=[O:32])[C:4]1[CH:9]=[CH:8][CH:7]=[C:6]([CH2:10][N:11]2[C:19]3[C:14](=[CH:15][CH:16]=[CH:17][CH:18]=3)[C:13](=[C:20]([C:24]3[CH:29]=[CH:28][C:27]([Cl:30])=[CH:26][CH:25]=3)[CH:21]([CH3:23])[CH3:22])[C:12]2=[O:31])[CH:5]=1.[OH-].[Li+].